From a dataset of Forward reaction prediction with 1.9M reactions from USPTO patents (1976-2016). Predict the product of the given reaction. (1) Given the reactants [N+:1]([C:4]1[CH:9]=[CH:8][C:7]([C:10]2[N:15]=[C:14]3[N:16]([CH2:19][C:20]([F:23])([F:22])[F:21])[N:17]=[CH:18][C:13]3=[C:12]([N:24]3[CH:29]4[CH2:30][CH2:31][CH:25]3[CH2:26][O:27][CH2:28]4)[N:11]=2)=[CH:6][CH:5]=1)([O-])=O, predict the reaction product. The product is: [CH:25]12[N:24]([C:12]3[N:11]=[C:10]([C:7]4[CH:8]=[CH:9][C:4]([NH2:1])=[CH:5][CH:6]=4)[N:15]=[C:14]4[N:16]([CH2:19][C:20]([F:21])([F:23])[F:22])[N:17]=[CH:18][C:13]=34)[CH:29]([CH2:30][CH2:31]1)[CH2:28][O:27][CH2:26]2. (2) Given the reactants CC1(C)C(C)(C)OB([C:9]2[CH:10]=[N:11][N:12]([C:14]3[CH:19]=[CH:18][CH:17]=[CH:16][N:15]=3)[CH:13]=2)O1.[Br:21][C:22]1[CH:27]=[C:26]([Cl:28])[CH:25]=[C:24](Br)[CH:23]=1.P([O-])([O-])([O-])=O.[K+].[K+].[K+], predict the reaction product. The product is: [Br:21][C:22]1[CH:23]=[C:24]([C:9]2[CH:10]=[N:11][N:12]([C:14]3[CH:19]=[CH:18][CH:17]=[CH:16][N:15]=3)[CH:13]=2)[CH:25]=[C:26]([Cl:28])[CH:27]=1. (3) Given the reactants I[C:2]1[CH:3]=[CH:4][C:5]([NH:8][C:9]([NH:11][CH2:12][C:13]2[CH:18]=[CH:17][CH:16]=[CH:15][C:14]=2[O:19][CH3:20])=[NH:10])=[N:6][CH:7]=1.[S:21]1[CH:25]=[CH:24][CH:23]=[C:22]1OB(O)O.C(=O)([O-])[O-].[Na+].[Na+], predict the reaction product. The product is: [CH3:20][O:19][C:14]1[CH:15]=[CH:16][CH:17]=[CH:18][C:13]=1[CH2:12][NH:11][C:9]([NH:8][C:5]1[CH:4]=[CH:3][C:2]([C:22]2[S:21][CH:25]=[CH:24][CH:23]=2)=[CH:7][N:6]=1)=[NH:10].